Predict the reactants needed to synthesize the given product. From a dataset of Full USPTO retrosynthesis dataset with 1.9M reactions from patents (1976-2016). (1) The reactants are: [OH:1][C:2]1[CH:3]=[C:4]2[C:9](=[CH:10][CH:11]=1)[CH2:8][NH:7][CH2:6][CH2:5]2.[C:12](O[C:12]([O:14][C:15]([CH3:18])([CH3:17])[CH3:16])=[O:13])([O:14][C:15]([CH3:18])([CH3:17])[CH3:16])=[O:13].O. Given the product [C:15]([O:14][C:12]([N:7]1[CH2:6][CH2:5][C:4]2[C:9](=[CH:10][CH:11]=[C:2]([OH:1])[CH:3]=2)[CH2:8]1)=[O:13])([CH3:18])([CH3:17])[CH3:16], predict the reactants needed to synthesize it. (2) Given the product [NH2:28][CH:25]1[CH2:24][CH2:23][N:22]([C:20](=[O:21])/[CH:19]=[CH:18]/[C:9]2[CH:10]=[CH:11][C:12]([C:14]([F:16])([F:17])[F:15])=[CH:13][C:8]=2[CH2:7][N:5]2[N:4]=[N:3][C:2]([CH3:1])=[N:6]2)[CH2:27][CH2:26]1, predict the reactants needed to synthesize it. The reactants are: [CH3:1][C:2]1[N:3]=[N:4][N:5]([CH2:7][C:8]2[CH:13]=[C:12]([C:14]([F:17])([F:16])[F:15])[CH:11]=[CH:10][C:9]=2/[CH:18]=[CH:19]/[C:20]([N:22]2[CH2:27][CH2:26][CH:25]([NH:28]C(=O)OC(C)(C)C)[CH2:24][CH2:23]2)=[O:21])[N:6]=1.Cl.O1CCOCC1. (3) Given the product [C:36]([C:26]1[CH:25]=[C:24]([NH:23][C:21](=[O:22])[NH:20][C:13]2[C:14]3[C:19](=[CH:18][CH:17]=[CH:16][CH:15]=3)[C:10]([O:9][CH2:8][C:7]3[CH:6]=[CH:5][N:4]=[CH:3][C:2]=3[NH:1][C:52](=[O:53])[CH2:51][O:50][CH3:49])=[CH:11][CH:12]=2)[N:28]([C:29]2[CH:30]=[CH:31][C:32]([CH3:35])=[CH:33][CH:34]=2)[N:27]=1)([CH3:39])([CH3:38])[CH3:37], predict the reactants needed to synthesize it. The reactants are: [NH2:1][C:2]1[CH:3]=[N:4][CH:5]=[CH:6][C:7]=1[CH2:8][O:9][C:10]1[C:19]2[C:14](=[CH:15][CH:16]=[CH:17][CH:18]=2)[C:13]([NH:20][C:21]([NH:23][C:24]2[N:28]([C:29]3[CH:34]=[CH:33][C:32]([CH3:35])=[CH:31][CH:30]=3)[N:27]=[C:26]([C:36]([CH3:39])([CH3:38])[CH3:37])[CH:25]=2)=[O:22])=[CH:12][CH:11]=1.CCN(C(C)C)C(C)C.[CH3:49][O:50][CH2:51][C:52](Cl)=[O:53]. (4) Given the product [C:15]([O:18][CH2:19][C:20]1[C:21]([N:2]2[CH2:3][CH2:4][C:5]3[C:9]4[CH2:10][CH2:11][CH2:12][CH2:13][C:8]=4[S:7][C:6]=3[C:1]2=[O:14])=[CH:22][CH:23]=[CH:24][C:25]=1[Br:26])(=[O:17])[CH3:16], predict the reactants needed to synthesize it. The reactants are: [C:1]1(=[O:14])[C:6]2[S:7][C:8]3[CH2:13][CH2:12][CH2:11][CH2:10][C:9]=3[C:5]=2[CH2:4][CH2:3][NH:2]1.[C:15]([O:18][CH2:19][C:20]1[C:25]([Br:26])=[CH:24][CH:23]=[CH:22][C:21]=1Br)(=[O:17])[CH3:16].C(=O)([O-])[O-].[Cs+].[Cs+].CNCCNC. (5) Given the product [F:23][C:24]1[CH:25]=[CH:26][C:27]([CH2:30][S:31]([C:34]2[CH:35]=[C:36]3[C:40](=[CH:41][CH:42]=2)[NH:39][C:38](=[O:43])/[C:37]/3=[CH:21]\[C:3]2[NH:4][C:5]3[CH2:11][CH2:10][CH2:9][N:8]([CH2:12][CH2:13][N:14]4[CH2:19][CH2:18][CH2:17][CH2:16][CH2:15]4)[C:7](=[O:20])[C:6]=3[C:2]=2[CH3:1])(=[O:33])=[O:32])=[CH:28][CH:29]=1, predict the reactants needed to synthesize it. The reactants are: [CH3:1][C:2]1[C:6]2[C:7](=[O:20])[N:8]([CH2:12][CH2:13][N:14]3[CH2:19][CH2:18][CH2:17][CH2:16][CH2:15]3)[CH2:9][CH2:10][CH2:11][C:5]=2[NH:4][C:3]=1[CH:21]=O.[F:23][C:24]1[CH:29]=[CH:28][C:27]([CH2:30][S:31]([C:34]2[CH:35]=[C:36]3[C:40](=[CH:41][CH:42]=2)[NH:39][C:38](=[O:43])[CH2:37]3)(=[O:33])=[O:32])=[CH:26][CH:25]=1.N1CCCCC1. (6) Given the product [F:44][C:45]1[CH:50]=[CH:49][C:48]([CH:19]([C:17]2[N:16]=[CH:15][C:14]3[C@:8]4([CH2:7][C:2]5[CH:3]=[CH:4][CH:5]=[CH:6][N:1]=5)[CH2:28][CH2:27][C:22]5([O:26][CH2:25][CH2:24][O:23]5)[CH2:21][C@H:9]4[CH2:10][CH2:11][CH2:12][C:13]=3[CH:18]=2)[NH2:39])=[CH:47][CH:46]=1, predict the reactants needed to synthesize it. The reactants are: [N:1]1[CH:6]=[CH:5][CH:4]=[CH:3][C:2]=1[CH2:7][C:8]12[CH2:28][CH2:27][C:22]3([O:26][CH2:25][CH2:24][O:23]3)[CH2:21][CH:9]1[CH2:10][CH2:11][CH2:12][C:13]1[CH:18]=[C:17]([CH:19]=O)[N:16]=[CH:15][C:14]=12.C1COCC1.[Li+].C[Si]([N-:39][Si](C)(C)C)(C)C.[F:44][C:45]1[CH:50]=[CH:49][C:48]([Mg]Br)=[CH:47][CH:46]=1. (7) Given the product [CH2:1]([O:3][C:4](=[O:13])[CH2:5][C:6]1[CH:11]=[CH:10][CH:9]=[C:8]([C:16]#[N:17])[CH:7]=1)[CH3:2], predict the reactants needed to synthesize it. The reactants are: [CH2:1]([O:3][C:4](=[O:13])[CH2:5][C:6]1[CH:11]=[CH:10][CH:9]=[C:8](Br)[CH:7]=1)[CH3:2].[NH4+].[OH-].[CH3:16][N:17](C=O)C.